From a dataset of Full USPTO retrosynthesis dataset with 1.9M reactions from patents (1976-2016). Predict the reactants needed to synthesize the given product. Given the product [CH2:12]([C:1]1[CH:6]=[CH:5][C:4]([O:7][CH2:8][C:9]([Cl:11])=[O:10])=[CH:3][CH:2]=1)[CH2:18][CH2:13][CH2:14][CH3:15], predict the reactants needed to synthesize it. The reactants are: [C:1]1([CH3:12])[CH:6]=[CH:5][C:4]([O:7][CH2:8][C:9]([Cl:11])=[O:10])=[CH:3][CH:2]=1.[CH2:13]([C:18]1C=CC(OCC(O)=O)=CC=1)[CH2:14][CH2:15]CC.O=S(Cl)Cl.